From a dataset of Full USPTO retrosynthesis dataset with 1.9M reactions from patents (1976-2016). Predict the reactants needed to synthesize the given product. (1) Given the product [OH:26][C:22]1[CH:21]=[C:20]([C:9]2[CH2:10][CH2:11][CH2:12][C:13]3[CH:18]=[C:17]([OH:19])[CH:16]=[CH:15][C:14]=3[C:8]=2[CH2:7][CH2:6][CH2:5][CH2:4][CH2:3][CH2:2][N:28]([CH3:27])[CH2:29][CH2:30][CH2:31][S:32]([CH2:35][CH2:36][C:37]([F:43])([F:42])[C:38]([F:39])([F:40])[F:41])(=[O:33])=[O:34])[CH:25]=[CH:24][CH:23]=1, predict the reactants needed to synthesize it. The reactants are: Br[CH2:2][CH2:3][CH2:4][CH2:5][CH2:6][CH2:7][C:8]1[C:14]2[CH:15]=[CH:16][C:17]([OH:19])=[CH:18][C:13]=2[CH2:12][CH2:11][CH2:10][C:9]=1[C:20]1[CH:25]=[CH:24][CH:23]=[C:22]([OH:26])[CH:21]=1.[CH3:27][NH:28][CH2:29][CH2:30][CH2:31][S:32]([CH2:35][CH2:36][C:37]([F:43])([F:42])[C:38]([F:41])([F:40])[F:39])(=[O:34])=[O:33]. (2) Given the product [Cl:10][C:11]1[CH:19]=[CH:18][C:17]([C:20]2[S:24][CH:23]=[N:22][CH:21]=2)=[CH:16][C:12]=1[C:13]([NH2:3])=[O:14], predict the reactants needed to synthesize it. The reactants are: CC[N:3](C(C)C)C(C)C.[Cl:10][C:11]1[CH:19]=[CH:18][C:17]([C:20]2[S:24][CH:23]=[N:22][CH:21]=2)=[CH:16][C:12]=1[C:13](O)=[O:14].ClC(OC(C)C)=O.N. (3) Given the product [C:17]([O:20][CH:8]1[CH2:9][CH:2]2[O:1][C:5](=[O:6])[CH2:4][CH:3]2[CH:7]1[CH2:10][O:24][C:22](=[O:25])[CH3:23])(=[O:19])[CH3:18], predict the reactants needed to synthesize it. The reactants are: [O:1]1[C:5](=[O:6])[CH2:4][C@H:3]2[CH:7]=[CH:8][CH2:9][C@@H:2]12.[CH2:10]=O.S(=O)(=O)(O)O.[C:17]([O-:20])(=[O:19])[CH3:18].[Na+].[C:22]([OH:25])(=[O:24])[CH3:23]. (4) Given the product [NH2:17][C:16]1[C:11]([NH:10][C@@H:7]2[CH2:6][C@@H:5]([NH:23][C:24](=[O:33])[O:25][CH2:26][C:27]3[CH:32]=[CH:31][CH:30]=[CH:29][CH:28]=3)[C@@H:4]([CH2:3][C:1]#[N:2])[CH2:9][CH2:8]2)=[C:12]2[S:22][CH:21]=[CH:20][C:13]2=[N:14][CH:15]=1, predict the reactants needed to synthesize it. The reactants are: [C:1]([CH2:3][C@H:4]1[CH2:9][CH2:8][C@H:7]([NH:10][C:11]2[C:16]([N+:17]([O-])=O)=[CH:15][N:14]=[C:13]3[CH:20]=[CH:21][S:22][C:12]=23)[CH2:6][C@H:5]1[NH:23][C:24](=[O:33])[O:25][CH2:26][C:27]1[CH:32]=[CH:31][CH:30]=[CH:29][CH:28]=1)#[N:2]. (5) The reactants are: [Br:1][CH2:2][C:3]([C:5]1[CH:10]=[CH:9][C:8]([F:11])=[CH:7][CH:6]=1)=[O:4].[NH2:12][C:13]1[O:14][CH:15]=[CH:16][N:17]=1. Given the product [BrH:1].[F:11][C:8]1[CH:9]=[CH:10][C:5]([C:3](=[O:4])[CH2:2][N:17]2[CH:16]=[CH:15][O:14][C:13]2=[NH:12])=[CH:6][CH:7]=1, predict the reactants needed to synthesize it. (6) The reactants are: [OH-].[Na+].[Br:3][C:4]1[CH:9]=[CH:8][C:7](/[C:10](/[CH3:30])=[CH:11]/[CH2:12][O:13][C:14]2[CH:19]=[CH:18][C:17]([CH2:20][C@H:21]([O:27][CH2:28][CH3:29])[C:22]([O:24]CC)=[O:23])=[CH:16][CH:15]=2)=[CH:6][CH:5]=1. Given the product [Br:3][C:4]1[CH:5]=[CH:6][C:7](/[C:10](/[CH3:30])=[CH:11]/[CH2:12][O:13][C:14]2[CH:19]=[CH:18][C:17]([CH2:20][C@H:21]([O:27][CH2:28][CH3:29])[C:22]([OH:24])=[O:23])=[CH:16][CH:15]=2)=[CH:8][CH:9]=1, predict the reactants needed to synthesize it. (7) Given the product [Cl:17][C:11]1[C:10]([CH3:18])=[C:9]([C:6]2[CH:7]=[CH:8][N:4]([CH2:3][C@@H:2]([NH:1][C:25]([C:23]3[N:22]=[C:21]([C:28]([O:30][CH2:31][CH3:32])=[O:29])[S:20][CH:24]=3)=[O:26])[CH3:19])[N:5]=2)[CH:16]=[CH:15][C:12]=1[C:13]#[N:14], predict the reactants needed to synthesize it. The reactants are: [NH2:1][C@@H:2]([CH3:19])[CH2:3][N:4]1[CH:8]=[CH:7][C:6]([C:9]2[CH:16]=[CH:15][C:12]([C:13]#[N:14])=[C:11]([Cl:17])[C:10]=2[CH3:18])=[N:5]1.[S:20]1[CH:24]=[C:23]([C:25]([O-])=[O:26])[N:22]=[C:21]1[C:28]([O:30][CH2:31][CH3:32])=[O:29]. (8) Given the product [O:12]=[S:8]1(=[O:11])[CH2:9][CH2:10][CH:6]([C:4]([OH:5])=[O:3])[N:7]1[CH2:13][C:14]1[N:15]=[C:16]([CH2:19][O:20][C:21]2[CH:22]=[CH:23][C:24]([C:27]3[CH:32]=[C:31]([F:33])[C:30]([F:34])=[CH:29][C:28]=3[O:35][CH3:36])=[CH:25][CH:26]=2)[S:17][CH:18]=1, predict the reactants needed to synthesize it. The reactants are: C([O:3][C:4]([CH:6]1[CH2:10][CH2:9][S:8](=[O:12])(=[O:11])[N:7]1[CH2:13][C:14]1[N:15]=[C:16]([CH2:19][O:20][C:21]2[CH:26]=[CH:25][C:24]([C:27]3[CH:32]=[C:31]([F:33])[C:30]([F:34])=[CH:29][C:28]=3[O:35][CH3:36])=[CH:23][CH:22]=2)[S:17][CH:18]=1)=[O:5])C.O.[OH-].[Li+].C1COCC1.Cl. (9) Given the product [I-:23].[C:7]([N:1]1[CH2:6][CH2:5][N:4]([C:15]([NH+:17]2[CH:18]=[CH:19][N:20]([CH3:22])[CH2:21]2)=[O:16])[CH2:3][CH2:2]1)(=[O:9])[CH3:8], predict the reactants needed to synthesize it. The reactants are: [N:1]1([C:7](=[O:9])[CH3:8])[CH2:6][CH2:5][NH:4][CH2:3][CH2:2]1.C1N=CN([C:15]([N:17]2[CH:21]=[N:20][CH:19]=[CH:18]2)=[O:16])C=1.[CH3:22][I:23].